Dataset: Forward reaction prediction with 1.9M reactions from USPTO patents (1976-2016). Task: Predict the product of the given reaction. Given the reactants [OH-].[Na+].[Cl:3][C:4]1[S:8][C:7]([C:9]2[N:10]=[C:11]([N:18]3[C:26]4[C:21](=[CH:22][C:23]([CH2:27][C:28]([O:30]C)=[O:29])=[CH:24][CH:25]=4)[CH2:20][CH2:19]3)[C:12]3[CH2:17][S:16][CH2:15][C:13]=3[N:14]=2)=[CH:6][CH:5]=1.O.Cl, predict the reaction product. The product is: [Cl:3][C:4]1[S:8][C:7]([C:9]2[N:10]=[C:11]([N:18]3[C:26]4[C:21](=[CH:22][C:23]([CH2:27][C:28]([OH:30])=[O:29])=[CH:24][CH:25]=4)[CH2:20][CH2:19]3)[C:12]3[CH2:17][S:16][CH2:15][C:13]=3[N:14]=2)=[CH:6][CH:5]=1.